This data is from Full USPTO retrosynthesis dataset with 1.9M reactions from patents (1976-2016). The task is: Predict the reactants needed to synthesize the given product. (1) Given the product [Br:17][C:18]1[C:19]([Cl:29])=[C:20]([OH:28])[C:21]([S:24]([CH3:27])(=[O:26])=[O:25])=[CH:22][CH:23]=1, predict the reactants needed to synthesize it. The reactants are: BrC1C=CC(S(C)(=O)=O)=C(Cl)C=1Cl.[OH-].[Na+].[Na].[Br:17][C:18]1[C:19]([Cl:29])=[C:20]([OH:28])[C:21]([S:24]([CH3:27])(=[O:26])=[O:25])=[CH:22][CH:23]=1.Cl. (2) The reactants are: [CH2:1]([O:8][C:9]([N:11]1[C:15]2([CH2:20][CH2:19][O:18][CH2:17][CH2:16]2)[O:14][CH2:13][C@H:12]1[C:21]1[NH:22][CH:23]=[C:24]([C:26]2[CH:31]=[CH:30][C:29]([C:32]3[CH:37]=[CH:36][C:35]([C:38]4[N:39]=[C:40]([C@@H:43]5[CH2:47][CH2:46][CH2:45][N:44]5C(OC(C)(C)C)=O)[NH:41][CH:42]=4)=[CH:34][CH:33]=3)=[CH:28][CH:27]=2)[N:25]=1)=[O:10])[C:2]1[CH:7]=[CH:6][CH:5]=[CH:4][CH:3]=1.C(O)(C(F)(F)F)=O. Given the product [CH2:1]([O:8][C:9]([N:11]1[C:15]2([CH2:20][CH2:19][O:18][CH2:17][CH2:16]2)[O:14][CH2:13][C@H:12]1[C:21]1[NH:22][CH:23]=[C:24]([C:26]2[CH:31]=[CH:30][C:29]([C:32]3[CH:37]=[CH:36][C:35]([C:38]4[N:39]=[C:40]([C@@H:43]5[CH2:47][CH2:46][CH2:45][NH:44]5)[NH:41][CH:42]=4)=[CH:34][CH:33]=3)=[CH:28][CH:27]=2)[N:25]=1)=[O:10])[C:2]1[CH:3]=[CH:4][CH:5]=[CH:6][CH:7]=1, predict the reactants needed to synthesize it. (3) Given the product [C:47]1([CH3:57])[CH:52]=[CH:51][C:50]([S:53]([NH:12][C:11]2[CH:2]=[C:3]([CH:4]=[CH:9][C:10]=2[NH:13][S:14]([C:17]2[CH:18]=[CH:19][C:20]([CH3:23])=[CH:21][CH:22]=2)(=[O:15])=[O:16])[C:36]#[N:35])(=[O:55])=[O:54])=[CH:49][CH:48]=1, predict the reactants needed to synthesize it. The reactants are: N[C:2]1[C:3](NS(C2C=CC(C)=CC=2)(=O)=O)=[C:4]([CH:9]=[C:10]([NH:13][S:14]([C:17]2[CH:22]=[CH:21][C:20]([CH3:23])=[CH:19][CH:18]=2)(=[O:16])=[O:15])[C:11]=1[NH2:12])C(OC)=O.[NH2:35][C:36]1C=C(C=CC=1N)C(OC)=O.[C:47]1([CH3:57])[CH:52]=[CH:51][C:50]([S:53](Cl)(=[O:55])=[O:54])=[CH:49][CH:48]=1. (4) Given the product [F:1][C:2]([F:6])([F:5])[CH2:3][O:4][S:13]([C:16]([F:19])([F:18])[F:17])(=[O:15])=[O:14], predict the reactants needed to synthesize it. The reactants are: [F:1][C:2]([F:6])([F:5])[CH2:3][OH:4].N1C=CC=CC=1.[S:13](O[S:13]([C:16]([F:19])([F:18])[F:17])(=[O:15])=[O:14])([C:16]([F:19])([F:18])[F:17])(=[O:15])=[O:14].